This data is from Peptide-MHC class I binding affinity with 185,985 pairs from IEDB/IMGT. The task is: Regression. Given a peptide amino acid sequence and an MHC pseudo amino acid sequence, predict their binding affinity value. This is MHC class I binding data. (1) The peptide sequence is AVRHFPRIW. The MHC is HLA-B40:01 with pseudo-sequence HLA-B40:01. The binding affinity (normalized) is 0. (2) The peptide sequence is CTEETKRNI. The MHC is HLA-A31:01 with pseudo-sequence HLA-A31:01. The binding affinity (normalized) is 0. (3) The peptide sequence is TMFLIAENK. The MHC is HLA-A68:01 with pseudo-sequence HLA-A68:01. The binding affinity (normalized) is 0.572. (4) The peptide sequence is YNNFYFYSF. The MHC is HLA-B15:01 with pseudo-sequence HLA-B15:01. The binding affinity (normalized) is 0.326.